The task is: Predict which catalyst facilitates the given reaction.. This data is from Catalyst prediction with 721,799 reactions and 888 catalyst types from USPTO. (1) Reactant: [C:1]([O:9][CH2:10][CH3:11])(=[O:8])[CH2:2][C:3]([O:5][CH2:6][CH3:7])=[O:4].Cl[CH2:13]/[CH:14]=[CH:15]\[CH2:16]Cl.CCOC(C)=O. Product: [C:2]1([C:3]([O:5][CH2:6][CH3:7])=[O:4])([C:1]([O:9][CH2:10][CH3:11])=[O:8])[CH2:16][CH:15]=[CH:14][CH2:13]1. The catalyst class is: 107. (2) Reactant: C(OC([N:8]1[CH2:12][CH2:11][CH2:10][C@@H:9]1[CH2:13][NH:14][C:15]1[CH:20]=[CH:19][C:18]([CH2:21][C:22]2[CH:27]=[CH:26][CH:25]=[CH:24][CH:23]=2)=[CH:17][CH:16]=1)=O)(C)(C)C.Cl. The catalyst class is: 12. Product: [CH2:21]([C:18]1[CH:19]=[CH:20][C:15]([NH:14][CH2:13][C@H:9]2[CH2:10][CH2:11][CH2:12][NH:8]2)=[CH:16][CH:17]=1)[C:22]1[CH:23]=[CH:24][CH:25]=[CH:26][CH:27]=1. (3) Reactant: [O:1]=[C:2]1[N:7]=[CH:6][C:5]([CH2:8][C:9]([NH:11][NH2:12])=[O:10])=[CH:4][NH:3]1.[Cl:13][C:14]1[CH:22]=[CH:21][C:20]([Cl:23])=[C:19]2[C:15]=1[C:16](=O)[C:17](=[O:24])[NH:18]2. Product: [Cl:13][C:14]1[CH:22]=[CH:21][C:20]([Cl:23])=[C:19]2[C:15]=1/[C:16](=[N:12]/[NH:11][C:9](=[O:10])[CH2:8][C:5]1[CH:6]=[N:7][C:2](=[O:1])[NH:3][CH:4]=1)/[C:17](=[O:24])[NH:18]2. The catalyst class is: 52. (4) Reactant: [CH:1]1([CH2:6][CH:7]([C:18]2[NH:30][C:21]3=[N:22][CH:23]=[C:24]([S:26]([CH2:28][CH3:29])=[O:27])[CH:25]=[C:20]3[CH:19]=2)[C:8]2[CH:13]=[CH:12][C:11]([S:14]([CH3:17])(=[O:16])=[O:15])=[CH:10][CH:9]=2)[CH2:5][CH2:4][CH2:3][CH2:2]1.[Mn]([O-])(=O)(=O)=[O:32].[K+]. Product: [CH:1]1([CH2:6][CH:7]([C:18]2[NH:30][C:21]3=[N:22][CH:23]=[C:24]([S:26]([CH2:28][CH3:29])(=[O:32])=[O:27])[CH:25]=[C:20]3[CH:19]=2)[C:8]2[CH:13]=[CH:12][C:11]([S:14]([CH3:17])(=[O:16])=[O:15])=[CH:10][CH:9]=2)[CH2:5][CH2:4][CH2:3][CH2:2]1. The catalyst class is: 24. (5) Reactant: [F:1][C:2]1([F:34])[O:6][C:5]2[CH:7]=[CH:8][C:9]([C:11]3([C:14]([NH:16][CH:17]4[C:26]5[C:21](=[CH:22][C:23]([O:27][CH3:28])=[CH:24][CH:25]=5)[O:20][CH:19]([C:29]([O:31]CC)=[O:30])[CH2:18]4)=[O:15])[CH2:13][CH2:12]3)=[CH:10][C:4]=2[O:3]1.[OH-].[Na+].Cl. Product: [F:34][C:2]1([F:1])[O:6][C:5]2[CH:7]=[CH:8][C:9]([C:11]3([C:14]([NH:16][CH:17]4[C:26]5[C:21](=[CH:22][C:23]([O:27][CH3:28])=[CH:24][CH:25]=5)[O:20][CH:19]([C:29]([OH:31])=[O:30])[CH2:18]4)=[O:15])[CH2:13][CH2:12]3)=[CH:10][C:4]=2[O:3]1. The catalyst class is: 83. (6) Reactant: [CH3:1][O:2][C:3]1[CH:4]=[C:5]([CH2:11][CH2:12][N:13]([CH3:25])[C:14](=[O:24])[CH2:15][CH2:16][C:17]2[CH:22]=[CH:21][C:20]([OH:23])=[CH:19][CH:18]=2)[CH:6]=[CH:7][C:8]=1[O:9][CH3:10].[CH3:26][O:27][C:28](=[O:37])[C:29]1[CH:34]=[CH:33][CH:32]=[CH:31][C:30]=1[CH2:35]Br.C([O-])([O-])=O.[K+].[K+]. Product: [CH3:1][O:2][C:3]1[CH:4]=[C:5]([CH2:11][CH2:12][N:13]([CH3:25])[C:14](=[O:24])[CH2:15][CH2:16][C:17]2[CH:22]=[CH:21][C:20]([O:23][CH2:35][C:30]3[CH:31]=[CH:32][CH:33]=[CH:34][C:29]=3[C:28]([O:27][CH3:26])=[O:37])=[CH:19][CH:18]=2)[CH:6]=[CH:7][C:8]=1[O:9][CH3:10]. The catalyst class is: 10. (7) Reactant: [CH:1]1([CH:4]=[CH:5][C:6]([C:8]2[CH:13]=[CH:12][C:11]([O:14][CH3:15])=[CH:10][C:9]=2[OH:16])=[O:7])[CH2:3][CH2:2]1.Cl. Product: [CH:1]1([CH:4]2[CH2:5][C:6](=[O:7])[C:8]3[C:9](=[CH:10][C:11]([O:14][CH3:15])=[CH:12][CH:13]=3)[O:16]2)[CH2:3][CH2:2]1. The catalyst class is: 40. (8) Reactant: [OH-].[Na+:2].[C:3]1([C:9]2[CH:10]=[C:11]([C:15]([NH:17][C:18]3[CH:26]=[C:25]([C:27]4[CH:32]=[CH:31][CH:30]=[CH:29][N:28]=4)[CH:24]=[CH:23][C:19]=3[C:20]([OH:22])=[O:21])=[O:16])[CH:12]=[N:13][CH:14]=2)[CH:8]=[CH:7][CH:6]=[CH:5][CH:4]=1. Product: [C:3]1([C:9]2[CH:10]=[C:11]([C:15]([NH:17][C:18]3[CH:26]=[C:25]([C:27]4[CH:32]=[CH:31][CH:30]=[CH:29][N:28]=4)[CH:24]=[CH:23][C:19]=3[C:20]([O-:22])=[O:21])=[O:16])[CH:12]=[N:13][CH:14]=2)[CH:4]=[CH:5][CH:6]=[CH:7][CH:8]=1.[Na+:2]. The catalyst class is: 8.